From a dataset of Reaction yield outcomes from USPTO patents with 853,638 reactions. Predict the reaction yield, written as a fraction of the theoretical maximum amount of product (1.0 means a 100% yield; for example, 0.34 means a 34% yield). (1) The reactants are [Si]([O:8][CH2:9][CH:10]1[CH2:19][CH2:18][C:17]2[C:12](=[CH:13][CH:14]=[CH:15][CH:16]=2)[N:11]1C(OC(C)(C)C)=O)(C(C)(C)C)(C)C.CN(C)CCN(C)C.C([Li])(CC)C.C1CCCCC1.CCCCCC.C(=O)=O. The catalyst is C(OCC)C. The product is [NH:11]1[C:12]2[C:17](=[CH:16][CH:15]=[CH:14][CH:13]=2)[CH2:18][CH2:19][CH:10]1[CH2:9][OH:8]. The yield is 0.660. (2) The reactants are [NH:1]1[CH2:6][CH2:5][NH:4][CH2:3][CH2:2]1.[CH:7]1([CH2:10][CH2:11][NH:12][C:13]([C:15]2[N:16]=[N:17][C:18](Cl)=[CH:19][CH:20]=2)=[O:14])[CH2:9][CH2:8]1. The catalyst is C(#N)C.ClCCl. The product is [CH:7]1([CH2:10][CH2:11][NH:12][C:13]([C:15]2[N:16]=[N:17][C:18]([N:1]3[CH2:6][CH2:5][NH:4][CH2:3][CH2:2]3)=[CH:19][CH:20]=2)=[O:14])[CH2:9][CH2:8]1. The yield is 0.750. (3) The reactants are [Br:1][C:2]1[CH:23]=[CH:22][CH:21]=[CH:20][C:3]=1[CH2:4][N:5]1[C:13]2[C:8](=[C:9]([O:17][CH3:18])[CH:10]=[C:11]3[CH2:16][CH2:15][CH2:14][C:12]3=2)[CH:7]=[C:6]1[CH3:19].B(Br)(Br)Br.C(=O)([O-])[O-].[Cs+].[Cs+].BrC[C:36]([O:38][CH3:39])=[O:37]. The catalyst is C(Cl)Cl.CO.C(=O)(O)[O-].[Na+]. The product is [CH3:39][O:38][C:36](=[O:37])[CH2:18][O:17][C:9]1[CH:10]=[C:11]2[CH2:16][CH2:15][CH2:14][C:12]2=[C:13]2[C:8]=1[CH:7]=[C:6]([CH3:19])[N:5]2[CH2:4][C:3]1[CH:20]=[CH:21][CH:22]=[CH:23][C:2]=1[Br:1]. The yield is 0.840. (4) The reactants are [NH2:1][C:2]1[S:6][C:5]2[CH:7]=[CH:8][CH:9]=[CH:10][C:4]=2[C:3]=1[C:11]([C:13]1[CH:18]=[CH:17][CH:16]=[CH:15][CH:14]=1)=O.[CH3:19][C:20](=O)[CH2:21][C:22](=[O:24])[CH3:23]. The catalyst is C(O)(=O)C.S(=O)(=O)(O)O. The product is [CH3:19][C:20]1[N:1]=[C:2]2[S:6][C:5]3[CH:7]=[CH:8][CH:9]=[CH:10][C:4]=3[C:3]2=[C:11]([C:13]2[CH:18]=[CH:17][CH:16]=[CH:15][CH:14]=2)[C:21]=1[C:22](=[O:24])[CH3:23]. The yield is 0.520. (5) The reactants are Cl.[O:2]1[CH:6]=[CH:5][N:4]=[C:3]1[C:7](=[O:17])[CH2:8][CH2:9][CH2:10][CH:11]1[CH2:16][CH2:15][NH:14][CH2:13][CH2:12]1.Cl.CN(C)CCCN=C=NCC.[O:30]([C:37]1[CH:42]=[CH:41][C:40]([CH2:43][CH2:44][C:45](O)=[O:46])=[CH:39][CH:38]=1)[C:31]1[CH:36]=[CH:35][CH:34]=[CH:33][CH:32]=1.CCN(CC)CC. The product is [O:2]1[CH:6]=[CH:5][N:4]=[C:3]1[C:7](=[O:17])[CH2:8][CH2:9][CH2:10][CH:11]1[CH2:16][CH2:15][N:14]([C:45](=[O:46])[CH2:44][CH2:43][C:40]2[CH:41]=[CH:42][C:37]([O:30][C:31]3[CH:36]=[CH:35][CH:34]=[CH:33][CH:32]=3)=[CH:38][CH:39]=2)[CH2:13][CH2:12]1. The catalyst is C(Cl)Cl. The yield is 0.570. (6) The reactants are [OH:1][C:2]1[CH:7]=[CH:6][N:5]([C:8]2[CH:13]=[CH:12][C:11]([S:14]([CH3:17])(=[O:16])=[O:15])=[CH:10][CH:9]=2)[C:4](=[O:18])[CH:3]=1.[CH3:19][C@H:20]1[CH2:25][C@H:24](OS(C)(=O)=O)[CH2:23][CH2:22][N:21]1[C:31]([O:33][C:34]([CH3:37])([CH3:36])[CH3:35])=[O:32].C(=O)([O-])[O-].[K+].[K+]. The yield is 0.520. The catalyst is CN(C=O)C.CCOC(C)=O.O. The product is [CH3:19][CH:20]1[CH2:25][CH:24]([O:1][C:2]2[CH:7]=[CH:6][N:5]([C:8]3[CH:9]=[CH:10][C:11]([S:14]([CH3:17])(=[O:16])=[O:15])=[CH:12][CH:13]=3)[C:4](=[O:18])[CH:3]=2)[CH2:23][CH2:22][N:21]1[C:31]([O:33][C:34]([CH3:35])([CH3:37])[CH3:36])=[O:32].